This data is from Full USPTO retrosynthesis dataset with 1.9M reactions from patents (1976-2016). The task is: Predict the reactants needed to synthesize the given product. (1) Given the product [NH2:10][C:8]1[CH:7]=[N:6][N:5]([CH2:4][C:3]([N:2]([CH3:14])[CH3:1])=[O:13])[CH:9]=1, predict the reactants needed to synthesize it. The reactants are: [CH3:1][N:2]([CH3:14])[C:3](=[O:13])[CH2:4][N:5]1[CH:9]=[C:8]([N+:10]([O-])=O)[CH:7]=[N:6]1. (2) Given the product [CH:21]([O:20][CH:14]1[CH:15]([CH2:17][S:18][CH3:19])[CH2:16][N:12]([CH2:11][C:8]2[C:4]3[N:5]=[CH:6][N:7]=[C:2]([NH2:1])[C:3]=3[NH:10][CH:9]=2)[CH2:13]1)=[O:22], predict the reactants needed to synthesize it. The reactants are: [NH2:1][C:2]1[C:3]2[NH:10][CH:9]=[C:8]([CH2:11][N:12]3[CH2:16][C@H:15]([CH2:17][S:18][CH3:19])[C@@H:14]([OH:20])[CH2:13]3)[C:4]=2[N:5]=[CH:6][N:7]=1.[CH:21](O)=[O:22].C(O)C. (3) Given the product [O:16]=[C:9]1[C:10]2[C:15](=[CH:14][CH:13]=[CH:12][CH:11]=2)[O:6][CH2:7][C:8]1=[CH:29][C:25]1[CH:26]=[CH:27][C:22]([C:21]([O:20][CH3:18])=[O:28])=[CH:23][CH:24]=1, predict the reactants needed to synthesize it. The reactants are: OS(O)(=O)=O.[O:6]1[C:15]2[C:10](=[CH:11][CH:12]=[CH:13][CH:14]=2)[C:9](=[O:16])[CH2:8][CH2:7]1.C[C:18]([O:20][C:21](=[O:28])[C:22]1[CH:27]=[CH:26][CH:25]=[CH:24][CH:23]=1)=O.[C:29](O)(=O)C. (4) Given the product [CH3:19][O:20][C:21](=[O:32])[CH2:22][O:23][C:24]1[CH:29]=[CH:28][C:27]([O:30][CH2:7][C:5]2[S:6][C:2]([Br:1])=[C:3]([C:9]3[CH:14]=[CH:13][C:12]([O:15][CH:16]([CH3:18])[CH3:17])=[CH:11][CH:10]=3)[N:4]=2)=[CH:26][C:25]=1[CH3:31], predict the reactants needed to synthesize it. The reactants are: [Br:1][C:2]1[S:6][C:5]([CH2:7]Br)=[N:4][C:3]=1[C:9]1[CH:14]=[CH:13][C:12]([O:15][CH:16]([CH3:18])[CH3:17])=[CH:11][CH:10]=1.[CH3:19][O:20][C:21](=[O:32])[CH2:22][O:23][C:24]1[CH:29]=[CH:28][C:27]([OH:30])=[CH:26][C:25]=1[CH3:31].C(=O)([O-])[O-].[Cs+].[Cs+]. (5) Given the product [CH3:23][O:24][C:25]1[CH:30]=[CH:29][N:28]=[C:27]([CH2:31][CH2:32][C:33]2[NH:42][C:36]3=[N:37][CH:38]=[C:39]([C:14]4[CH:15]=[CH:16][C:11]([S:8]([NH:7][C:1]5[CH:6]=[CH:5][CH:4]=[CH:3][CH:2]=5)(=[O:10])=[O:9])=[CH:12][CH:13]=4)[CH:40]=[C:35]3[N:34]=2)[CH:26]=1, predict the reactants needed to synthesize it. The reactants are: [C:1]1([NH:7][S:8]([C:11]2[CH:16]=[CH:15][C:14](Br)=[CH:13][CH:12]=2)(=[O:10])=[O:9])[CH:6]=[CH:5][CH:4]=[CH:3][CH:2]=1.C([O-])(=O)C.[K+].[CH3:23][O:24][C:25]1[CH:30]=[CH:29][N:28]=[C:27]([CH2:31][CH2:32][C:33]2[NH:42][C:36]3=[N:37][CH:38]=[C:39](I)[CH:40]=[C:35]3[N:34]=2)[CH:26]=1.C(=O)([O-])[O-].[K+].[K+].[Cl-].[Li+]. (6) Given the product [Br:19][C:16]1[C:15]([OH:17])=[N:14][N:13]2[C:12]=1[C:11]([CH3:18])=[N:10][N:9]=[C:8]2[C:3]1[CH:4]=[CH:5][CH:6]=[CH:7][C:2]=1[F:1], predict the reactants needed to synthesize it. The reactants are: [F:1][C:2]1[CH:7]=[CH:6][CH:5]=[CH:4][C:3]=1[C:8]1[N:13]2[N:14]=[C:15]([OH:17])[CH:16]=[C:12]2[C:11]([CH3:18])=[N:10][N:9]=1.[Br:19]Br.